Dataset: Full USPTO retrosynthesis dataset with 1.9M reactions from patents (1976-2016). Task: Predict the reactants needed to synthesize the given product. Given the product [Cl:1][C:2]1[CH:3]=[C:4]2[C:10]3([CH2:14][C:13](=[O:15])[N:12]([CH2:33][C:32]4[CH:35]=[CH:36][CH:37]=[C:30]([Cl:29])[CH:31]=4)[C:11]3=[O:16])[C:9](=[O:17])[N:8]([CH2:18][C:19]([O:21][CH3:22])=[O:20])[C:5]2=[CH:6][CH:7]=1, predict the reactants needed to synthesize it. The reactants are: [Cl:1][C:2]1[CH:3]=[C:4]2[C:10]3([CH2:14][C:13](=[O:15])[NH:12][C:11]3=[O:16])[C:9](=[O:17])[N:8]([CH2:18][C:19]([O:21][CH3:22])=[O:20])[C:5]2=[CH:6][CH:7]=1.CC(C)([O-])C.[K+].[Cl:29][C:30]1[CH:31]=[C:32]([CH:35]=[CH:36][CH:37]=1)[CH2:33]Br.O1CCCC1.C(OCC)C.